Dataset: Reaction yield outcomes from USPTO patents with 853,638 reactions. Task: Predict the reaction yield, written as a fraction of the theoretical maximum amount of product (1.0 means a 100% yield; for example, 0.34 means a 34% yield). (1) The reactants are [C:1]([C:4]1[CH:5]=[C:6]([CH:17]=[CH:18][CH:19]=1)[O:7][C:8]1[CH:13]=[CH:12][C:11]([N+:14]([O-])=O)=[CH:10][CH:9]=1)([OH:3])=[O:2]. The catalyst is CO.[Pd]. The product is [C:1]([C:4]1[CH:5]=[C:6]([CH:17]=[CH:18][CH:19]=1)[O:7][C:8]1[CH:13]=[CH:12][C:11]([NH2:14])=[CH:10][CH:9]=1)([OH:3])=[O:2]. The yield is 0.480. (2) The reactants are [CH:1]1([C:4]([CH2:6][C:7]2[CH:12]=[CH:11][CH:10]=[CH:9][C:8]=2[F:13])=[O:5])[CH2:3][CH2:2]1.[Br:14]N1C(C)(C)C(=O)N(Br)C1=O. The catalyst is N(C(C)(C)C#N)=NC(C)(C)C#N.C(O)(=O)C. The product is [CH:1]1([C:4]([CH:6]([Br:14])[C:7]2[CH:12]=[CH:11][CH:10]=[CH:9][C:8]=2[F:13])=[O:5])[CH2:3][CH2:2]1. The yield is 0.835. (3) The reactants are [Na:1].[N:2]1([C:11]([CH2:13][C@H:14]([CH2:21][OH:22])[O:15][CH2:16][P:17]([OH:20])([OH:19])=[O:18])=[O:12])[CH:10]=[C:8](C)[C:6](=[O:7])[NH:5][C:3]1=[O:4].N1(C(C[C@H](CO)OCP(OC(C)C)(OC(C)C)=O)=O)C=CC(=O)NC1=O.I[Si](C)(C)C. No catalyst specified. The product is [Na:1].[N:2]1([C:11]([CH2:13][C@H:14]([CH2:21][OH:22])[O:15][CH2:16][P:17]([OH:19])([OH:20])=[O:18])=[O:12])[CH:10]=[CH:8][C:6](=[O:7])[NH:5][C:3]1=[O:4]. The yield is 0.340. (4) The reactants are [Si:1]([O:8][CH2:9][C:10]1[CH:18]=[CH:17][CH:16]=[C:15]2[C:11]=1[CH:12]=[CH:13][NH:14]2)([C:4]([CH3:7])([CH3:6])[CH3:5])([CH3:3])[CH3:2].N1C=CC=CC=1.[Cl:25][CH:26]([C:30]1[CH:35]=[CH:34][CH:33]=[CH:32][CH:31]=1)[C:27](Cl)=[O:28].O. The catalyst is C1(C)C=CC=CC=1.CO. The product is [Si:1]([O:8][CH2:9][C:10]1[CH:18]=[CH:17][CH:16]=[C:15]2[C:11]=1[C:12]([C:27](=[O:28])[CH:26]([Cl:25])[C:30]1[CH:35]=[CH:34][CH:33]=[CH:32][CH:31]=1)=[CH:13][NH:14]2)([C:4]([CH3:7])([CH3:6])[CH3:5])([CH3:3])[CH3:2].[Cl:25][CH:26]([C:30]1[CH:35]=[CH:34][CH:33]=[CH:32][CH:31]=1)[C:27]([C:12]1[C:11]2[C:15](=[CH:16][CH:17]=[CH:18][C:10]=2[CH2:9][OH:8])[NH:14][CH:13]=1)=[O:28]. The yield is 0.410. (5) The reactants are Cl.[CH3:2][N:3]([CH3:10])[CH2:4]/[CH:5]=[CH:6]/[C:7](O)=[O:8].[NH:11]1[CH2:15][CH2:14][C@H:13]([O:16][C:17]2[C:26]3[C:21](=[CH:22][CH:23]=[CH:24][CH:25]=3)[CH:20]=[C:19]([C:27]3[NH:31][C:30](=[O:32])[NH:29][N:28]=3)[N:18]=2)[CH2:12]1.CN(C(ON1N=NC2C=CC=NC1=2)=[N+](C)C)C.F[P-](F)(F)(F)(F)F.CCN(C(C)C)C(C)C. The catalyst is C(Cl)Cl.CCOC(C)=O. The product is [CH3:2][N:3]([CH3:10])[CH2:4]/[CH:5]=[CH:6]/[C:7]([N:11]1[CH2:15][CH2:14][C@H:13]([O:16][C:17]2[C:26]3[C:21](=[CH:22][CH:23]=[CH:24][CH:25]=3)[CH:20]=[C:19]([C:27]3[NH:31][C:30](=[O:32])[NH:29][N:28]=3)[N:18]=2)[CH2:12]1)=[O:8]. The yield is 0.470.